Predict the reaction yield, written as a fraction of the theoretical maximum amount of product (1.0 means a 100% yield; for example, 0.34 means a 34% yield). From a dataset of Reaction yield outcomes from USPTO patents with 853,638 reactions. (1) The reactants are [F:1][C:2]([F:15])([F:14])[C:3]1[C:12]2[C:7](=[CH:8][CH:9]=[CH:10][CH:11]=2)[N:6]=[C:5](O)[CH:4]=1.O=P(Cl)(Cl)[Cl:18]. No catalyst specified. The product is [Cl:18][C:5]1[CH:4]=[C:3]([C:2]([F:15])([F:14])[F:1])[C:12]2[C:7](=[CH:8][CH:9]=[CH:10][CH:11]=2)[N:6]=1. The yield is 0.780. (2) The yield is 0.380. The catalyst is C(S)C. The product is [OH:2][C:3]1[CH:8]=[CH:7][C:6]([C:9]2[NH:10][C:11]([NH:14][C:15](=[O:28])[C:16]([CH3:17])([S:18]([CH:21]3[CH2:22][CH2:23][O:24][CH2:25][CH2:26]3)(=[O:20])=[O:19])[CH3:27])=[N:12][N:13]=2)=[CH:5][CH:4]=1. The reactants are C[O:2][C:3]1[CH:8]=[CH:7][C:6]([C:9]2[NH:10][C:11]([NH:14][C:15](=[O:28])[C:16]([CH3:27])([S:18]([CH:21]3[CH2:26][CH2:25][O:24][CH2:23][CH2:22]3)(=[O:20])=[O:19])[CH3:17])=[N:12][N:13]=2)=[CH:5][CH:4]=1.[Br-].[Br-].[Br-].[Al+3]. (3) The reactants are [C:1]1([C:7]2[C:11]3[CH2:12][NH:13][CH2:14][CH2:15][C:10]=3[NH:9][N:8]=2)[CH:6]=[CH:5][CH:4]=[CH:3][CH:2]=1.[C:16]1([OH:22])[CH:21]=[CH:20][CH:19]=[CH:18][CH:17]=1.C1N=CN([C:28](N2C=NC=C2)=[O:29])C=1.O. The catalyst is C(Cl)Cl. The product is [C:16]1([O:22][C:28]([N:13]2[CH2:14][CH2:15][C:10]3[NH:9][N:8]=[C:7]([C:1]4[CH:2]=[CH:3][CH:4]=[CH:5][CH:6]=4)[C:11]=3[CH2:12]2)=[O:29])[CH:21]=[CH:20][CH:19]=[CH:18][CH:17]=1. The yield is 0.316. (4) The product is [CH3:30][C:2]1[C:10]2[N:9]=[CH:8][N:7]([CH2:11][CH:12]3[CH2:27][CH2:26][CH2:25][C:14]4([O:18][C:17](=[O:19])[N:16]([CH2:20][C:21]([CH3:23])([CH3:22])[CH3:24])[CH2:15]4)[CH2:13]3)[C:6]=2[CH:5]=[C:4]([C:28]#[N:29])[CH:3]=1. The yield is 0.310. The reactants are Br[C:2]1[C:10]2[N:9]=[CH:8][N:7]([CH2:11][CH:12]3[CH2:27][CH2:26][CH2:25][C:14]4([O:18][C:17](=[O:19])[N:16]([CH2:20][C:21]([CH3:24])([CH3:23])[CH3:22])[CH2:15]4)[CH2:13]3)[C:6]=2[CH:5]=[C:4]([C:28]#[N:29])[CH:3]=1.[CH3:30][Zn]C.C(O)(C(F)(F)F)=O. The catalyst is C1COCC1.C1C=CC([P]([Pd]([P](C2C=CC=CC=2)(C2C=CC=CC=2)C2C=CC=CC=2)([P](C2C=CC=CC=2)(C2C=CC=CC=2)C2C=CC=CC=2)[P](C2C=CC=CC=2)(C2C=CC=CC=2)C2C=CC=CC=2)(C2C=CC=CC=2)C2C=CC=CC=2)=CC=1. (5) The reactants are [F:1][C:2]1[CH:7]=[CH:6][CH:5]=[C:4]([F:8])[C:3]=1[N:9]1[C:14]2[N:15]=[C:16](S(C)=O)[N:17]=[C:18]([C:19]3[CH:20]=[C:21]([CH:32]=[CH:33][C:34]=3[CH3:35])[C:22]([NH:24][C:25]3[CH:30]=[CH:29][C:28]([F:31])=[CH:27][CH:26]=3)=[O:23])[C:13]=2[CH:12]=[CH:11][C:10]1=[O:39].[CH3:40][NH:41][CH2:42][CH2:43][NH2:44]. The catalyst is C1COCC1. The product is [NH2:44][CH2:43][CH2:42][N:41]([CH3:40])[C:16]1[N:17]=[C:18]([C:19]2[CH:20]=[C:21]([CH:32]=[CH:33][C:34]=2[CH3:35])[C:22]([NH:24][C:25]2[CH:30]=[CH:29][C:28]([F:31])=[CH:27][CH:26]=2)=[O:23])[C:13]2[CH:12]=[CH:11][C:10](=[O:39])[N:9]([C:3]3[C:2]([F:1])=[CH:7][CH:6]=[CH:5][C:4]=3[F:8])[C:14]=2[N:15]=1. The yield is 0.160.